This data is from NCI-60 drug combinations with 297,098 pairs across 59 cell lines. The task is: Regression. Given two drug SMILES strings and cell line genomic features, predict the synergy score measuring deviation from expected non-interaction effect. (1) Drug 1: CS(=O)(=O)OCCCCOS(=O)(=O)C. Drug 2: COCCOC1=C(C=C2C(=C1)C(=NC=N2)NC3=CC=CC(=C3)C#C)OCCOC.Cl. Cell line: HCC-2998. Synergy scores: CSS=9.12, Synergy_ZIP=-2.81, Synergy_Bliss=-13.1, Synergy_Loewe=1.79, Synergy_HSA=-11.9. (2) Drug 1: CN1C(=O)N2C=NC(=C2N=N1)C(=O)N. Drug 2: CC1C(C(CC(O1)OC2CC(OC(C2O)C)OC3=CC4=CC5=C(C(=O)C(C(C5)C(C(=O)C(C(C)O)O)OC)OC6CC(C(C(O6)C)O)OC7CC(C(C(O7)C)O)OC8CC(C(C(O8)C)O)(C)O)C(=C4C(=C3C)O)O)O)O. Cell line: UACC-257. Synergy scores: CSS=16.3, Synergy_ZIP=1.18, Synergy_Bliss=2.82, Synergy_Loewe=0, Synergy_HSA=0.920. (3) Drug 1: CC1=C2C(C(=O)C3(C(CC4C(C3C(C(C2(C)C)(CC1OC(=O)C(C(C5=CC=CC=C5)NC(=O)OC(C)(C)C)O)O)OC(=O)C6=CC=CC=C6)(CO4)OC(=O)C)O)C)O. Drug 2: CCC1=C2CN3C(=CC4=C(C3=O)COC(=O)C4(CC)O)C2=NC5=C1C=C(C=C5)O. Cell line: BT-549. Synergy scores: CSS=20.0, Synergy_ZIP=-6.37, Synergy_Bliss=0.0532, Synergy_Loewe=1.12, Synergy_HSA=2.19. (4) Drug 1: CC12CCC3C(C1CCC2=O)CC(=C)C4=CC(=O)C=CC34C. Drug 2: CCC1(CC2CC(C3=C(CCN(C2)C1)C4=CC=CC=C4N3)(C5=C(C=C6C(=C5)C78CCN9C7C(C=CC9)(C(C(C8N6C)(C(=O)OC)O)OC(=O)C)CC)OC)C(=O)OC)O.OS(=O)(=O)O. Cell line: UACC-257. Synergy scores: CSS=54.7, Synergy_ZIP=-1.80, Synergy_Bliss=0.585, Synergy_Loewe=-17.2, Synergy_HSA=3.65. (5) Drug 1: CNC(=O)C1=NC=CC(=C1)OC2=CC=C(C=C2)NC(=O)NC3=CC(=C(C=C3)Cl)C(F)(F)F. Drug 2: CC(C)(C#N)C1=CC(=CC(=C1)CN2C=NC=N2)C(C)(C)C#N. Cell line: SR. Synergy scores: CSS=-6.84, Synergy_ZIP=-3.25, Synergy_Bliss=-14.2, Synergy_Loewe=-10.4, Synergy_HSA=-12.4. (6) Drug 1: CC1OCC2C(O1)C(C(C(O2)OC3C4COC(=O)C4C(C5=CC6=C(C=C35)OCO6)C7=CC(=C(C(=C7)OC)O)OC)O)O. Drug 2: C1=NNC2=C1C(=O)NC=N2. Cell line: MDA-MB-435. Synergy scores: CSS=9.36, Synergy_ZIP=-2.65, Synergy_Bliss=-1.83, Synergy_Loewe=-10.2, Synergy_HSA=-5.02. (7) Drug 1: C1=CN(C=N1)CC(O)(P(=O)(O)O)P(=O)(O)O. Drug 2: CC1CCCC2(C(O2)CC(NC(=O)CC(C(C(=O)C(C1O)C)(C)C)O)C(=CC3=CSC(=N3)C)C)C. Cell line: SW-620. Synergy scores: CSS=49.3, Synergy_ZIP=4.25, Synergy_Bliss=0.720, Synergy_Loewe=-17.3, Synergy_HSA=0.561. (8) Drug 1: C1CNP(=O)(OC1)N(CCCl)CCCl. Drug 2: C1C(C(OC1N2C=NC(=NC2=O)N)CO)O. Cell line: OVCAR-8. Synergy scores: CSS=17.0, Synergy_ZIP=-0.966, Synergy_Bliss=-0.819, Synergy_Loewe=-12.6, Synergy_HSA=-0.0378.